From a dataset of hERG Central: cardiac toxicity at 1µM, 10µM, and general inhibition. Predict hERG channel inhibition at various concentrations. (1) The molecule is COc1ccc(CN2CCN(Cc3ccc(C(F)(F)F)cc3)CC2)c(OC)c1.O=C(O)C(=O)O. Results: hERG_inhib (hERG inhibition (general)): blocker. (2) The compound is O=C(Nc1ccnn1C1CCN(C/C=C/c2ccc(F)cc2)CC1)C1CCCC1. Results: hERG_inhib (hERG inhibition (general)): blocker. (3) The compound is CCSc1nc2ccccc2n1Cc1cccc([N+](=O)[O-])c1. Results: hERG_inhib (hERG inhibition (general)): blocker. (4) Results: hERG_inhib (hERG inhibition (general)): blocker. The molecule is S=C(NCCc1ccccc1)N1CCN(C2CCCCC2)CC1. (5) Results: hERG_inhib (hERG inhibition (general)): blocker. The molecule is Cc1ccc(C(=O)N/C(=C/c2cccc([N+](=O)[O-])c2)C(=O)NCC2CCCO2)cc1. (6) The drug is CCOC(=O)CSc1nc2ccccc2c(=O)n1CCN1CCOCC1. Results: hERG_inhib (hERG inhibition (general)): blocker. (7) Results: hERG_inhib (hERG inhibition (general)): blocker. The molecule is Cc1ccc(C(=O)NCCCN2CCN(CCCNC(=O)c3ccc(C)cc3)CC2)cc1. (8) The molecule is COc1cc(C)ccc1OCCOCCOc1ccc([N+](=O)[O-])cc1. Results: hERG_inhib (hERG inhibition (general)): blocker. (9) The drug is CCOc1ccccc1CNC(=O)C1CCCN(c2ncnc3c2nc2n3CCCCC2)C1. Results: hERG_inhib (hERG inhibition (general)): blocker.